Dataset: Full USPTO retrosynthesis dataset with 1.9M reactions from patents (1976-2016). Task: Predict the reactants needed to synthesize the given product. (1) Given the product [CH3:1][CH:2]1[CH2:3][CH2:4][N:5]([C:8]2[C:13]([CH2:14][NH:15][C:36](=[O:37])[CH:35]([C:32]3[CH:31]=[N:30][C:29]([C:27]([NH:26][C:20]4[CH:21]=[CH:22][CH:23]=[CH:24][CH:25]=4)=[O:28])=[N:34][CH:33]=3)[CH3:39])=[CH:12][CH:11]=[C:10]([C:16]([F:19])([F:17])[F:18])[N:9]=2)[CH2:6][CH2:7]1, predict the reactants needed to synthesize it. The reactants are: [CH3:1][CH:2]1[CH2:7][CH2:6][N:5]([C:8]2[C:13]([CH2:14][NH2:15])=[CH:12][CH:11]=[C:10]([C:16]([F:19])([F:18])[F:17])[N:9]=2)[CH2:4][CH2:3]1.[C:20]1([NH:26][C:27]([C:29]2[N:34]=[CH:33][C:32]([CH:35]([CH3:39])[C:36](O)=[O:37])=[CH:31][N:30]=2)=[O:28])[CH:25]=[CH:24][CH:23]=[CH:22][CH:21]=1.F[B-](F)(F)F.N1(OC(N(C)C)=[N+](C)C)C2C=CC=CC=2N=N1.C(N(C(C)C)C(C)C)C. (2) Given the product [CH:1]1([CH2:6][CH:7]([C:11]2[CH:12]=[CH:13][C:14]([O:17][C:18]3[CH:23]=[CH:22][CH:21]=[CH:20][CH:19]=3)=[CH:15][CH:16]=2)[C:8]([NH:10][C:26]([NH:25][CH3:24])=[O:27])=[O:9])[CH2:5][CH2:4][CH2:3][CH2:2]1, predict the reactants needed to synthesize it. The reactants are: [CH:1]1([CH2:6][CH:7]([C:11]2[CH:16]=[CH:15][C:14]([O:17][C:18]3[CH:23]=[CH:22][CH:21]=[CH:20][CH:19]=3)=[CH:13][CH:12]=2)[C:8]([NH2:10])=[O:9])[CH2:5][CH2:4][CH2:3][CH2:2]1.[CH3:24][N:25]=[C:26]=[O:27].